This data is from Catalyst prediction with 721,799 reactions and 888 catalyst types from USPTO. The task is: Predict which catalyst facilitates the given reaction. Reactant: C(N(CC)CC)C.[CH:8]([C:10]1[C:18]2[C:13](=[CH:14][CH:15]=[CH:16][CH:17]=2)[N:12](C(OC(C)(C)C)=O)[CH:11]=1)=[O:9].[N:26]1[N:34]2[C:29]([CH2:30][O:31][CH2:32][CH2:33]2)=[CH:28][C:27]=1[CH:35]=[N:36][C:37]1[CH:42]=[CH:41][CH:40]=[C:39]([O:43][CH3:44])[CH:38]=1. Product: [N:26]1[N:34]2[C:29]([CH2:30][O:31][CH2:32][CH2:33]2)=[CH:28][C:27]=1[CH:35]([NH:36][C:37]1[CH:42]=[CH:41][CH:40]=[C:39]([O:43][CH3:44])[CH:38]=1)[C:8]([C:10]1[C:18]2[C:13](=[CH:14][CH:15]=[CH:16][CH:17]=2)[NH:12][CH:11]=1)=[O:9]. The catalyst class is: 433.